This data is from Full USPTO retrosynthesis dataset with 1.9M reactions from patents (1976-2016). The task is: Predict the reactants needed to synthesize the given product. (1) The reactants are: COC[O:4][C:5]1[CH:10]=[CH:9][C:8]([O:11][CH2:12][CH2:13][CH3:14])=[C:7]([O:15]COC)[C:6]=1[CH3:19].Cl.O. Given the product [CH3:19][C:6]1[C:7]([OH:15])=[C:8]([O:11][CH2:12][CH2:13][CH3:14])[CH:9]=[CH:10][C:5]=1[OH:4], predict the reactants needed to synthesize it. (2) Given the product [CH2:1]([O:8][C:9]1[C:14](=[O:15])[C:13]([C:22]2[S:21][CH:25]=[CH:24][N:23]=2)=[CH:12][O:11][C:10]=1[C:17]([O:19][CH3:20])=[O:18])[C:2]1[CH:7]=[CH:6][CH:5]=[CH:4][CH:3]=1, predict the reactants needed to synthesize it. The reactants are: [CH2:1]([O:8][C:9]1[C:14](=[O:15])[C:13](Br)=[CH:12][O:11][C:10]=1[C:17]([O:19][CH3:20])=[O:18])[C:2]1[CH:7]=[CH:6][CH:5]=[CH:4][CH:3]=1.[S:21]1[CH:25]=[CH:24][N:23]=[C:22]1[Sn](CCCC)(CCCC)CCCC. (3) Given the product [CH3:19][O:18][C:16]1[C:17]2[N:9]([CH2:8][C@H:5]3[CH2:6][CH2:7][C@H:2]([O:1][C:34]4[CH:35]=[CH:36][C:31]([CH3:30])=[CH:32][CH:33]=4)[CH2:3][CH2:4]3)[N:10]=[CH:11][C:12]=2[N:13]=[C:14]([N:20]2[CH:24]=[C:23]([C:25]([O:27][CH2:28][CH3:29])=[O:26])[CH:22]=[N:21]2)[N:15]=1, predict the reactants needed to synthesize it. The reactants are: [OH:1][C@@H:2]1[CH2:7][CH2:6][C@H:5]([CH2:8][N:9]2[C:17]3[C:16]([O:18][CH3:19])=[N:15][C:14]([N:20]4[CH:24]=[C:23]([C:25]([O:27][CH2:28][CH3:29])=[O:26])[CH:22]=[N:21]4)=[N:13][C:12]=3[CH:11]=[N:10]2)[CH2:4][CH2:3]1.[CH3:30][C:31]1[CH:36]=[CH:35][C:34](O)=[CH:33][CH:32]=1.C1(P(C2C=CC=CC=2)C2C=CC=CC=2)C=CC=CC=1.N(C(OC(C)C)=O)=NC(OC(C)C)=O. (4) Given the product [Cl:26][C:24]1[CH:23]=[CH:22][C:21]2[N:15]([CH2:14][C:13]([CH3:42])([CH3:43])[CH2:12][OH:11])[C:16](=[O:41])[C@@H:17]([CH2:37][C:38]([NH:52][C:53]3[CH:54]=[C:55]([CH2:59][CH2:60][C:61]([OH:63])=[O:62])[CH:56]=[CH:57][CH:58]=3)=[O:39])[O:18][C@H:19]([C:27]3[CH:32]=[CH:31][CH:30]=[C:29]([O:33][CH3:34])[C:28]=3[O:35][CH3:36])[C:20]=2[CH:25]=1, predict the reactants needed to synthesize it. The reactants are: C(N(CC)CC)C.C([O:11][CH2:12][C:13]([CH3:43])([CH3:42])[CH2:14][N:15]1[C:21]2[CH:22]=[CH:23][C:24]([Cl:26])=[CH:25][C:20]=2[C@@H:19]([C:27]2[CH:32]=[CH:31][CH:30]=[C:29]([O:33][CH3:34])[C:28]=2[O:35][CH3:36])[O:18][C@H:17]([CH2:37][C:38](O)=[O:39])[C:16]1=[O:41])(=O)C.C(Cl)(=O)C(C)(C)C.Cl.[NH2:52][C:53]1[CH:54]=[C:55]([CH2:59][CH2:60][C:61]([O:63]CC)=[O:62])[CH:56]=[CH:57][CH:58]=1.Cl. (5) Given the product [CH:1]1[C:10]2[C:5](=[CH:6][CH:7]=[CH:8][CH:9]=2)[CH:4]=[CH:3][C:2]=1[CH2:11][O:12][CH:13]1[CH:18]([C:19]2[CH:24]=[CH:23][N:22]([CH2:25][CH2:26][O:27][C:28]3[CH:29]=[CH:30][CH:31]=[CH:32][CH:33]=3)[C:21](=[O:34])[CH:20]=2)[CH2:17][CH2:16][NH:15][CH2:14]1, predict the reactants needed to synthesize it. The reactants are: [CH:1]1[C:10]2[C:5](=[CH:6][CH:7]=[CH:8][CH:9]=2)[CH:4]=[CH:3][C:2]=1[CH2:11][O:12][CH:13]1[CH:18]([C:19]2[CH:24]=[CH:23][N:22]([CH2:25][CH2:26][O:27][C:28]3[CH:33]=[CH:32][CH:31]=[CH:30][CH:29]=3)[C:21](=[O:34])[CH:20]=2)[CH2:17][CH2:16][N:15](C(OC(C)(C)C)=O)[CH2:14]1.C(=O)([O-])[O-].[Na+].[Na+]. (6) The reactants are: [F:1][C:2]1[CH:3]=[C:4]([CH:16]=[CH:17][CH:18]=1)[CH2:5][C:6]1[CH:7]=[C:8]([CH:13]=[CH:14][N:15]=1)[C:9]([O:11][CH3:12])=[O:10]. Given the product [F:1][C:2]1[CH:3]=[C:4]([CH:16]=[CH:17][CH:18]=1)[CH2:5][CH:6]1[CH2:7][CH:8]([C:9]([O:11][CH3:12])=[O:10])[CH2:13][CH2:14][NH:15]1, predict the reactants needed to synthesize it.